From a dataset of NCI-60 drug combinations with 297,098 pairs across 59 cell lines. Regression. Given two drug SMILES strings and cell line genomic features, predict the synergy score measuring deviation from expected non-interaction effect. Drug 1: C1CC(C1)(C(=O)O)C(=O)O.[NH2-].[NH2-].[Pt+2]. Drug 2: C1=CC=C(C(=C1)C(C2=CC=C(C=C2)Cl)C(Cl)Cl)Cl. Cell line: OVCAR3. Synergy scores: CSS=-6.34, Synergy_ZIP=-1.14, Synergy_Bliss=-5.93, Synergy_Loewe=-5.81, Synergy_HSA=-6.43.